Dataset: Full USPTO retrosynthesis dataset with 1.9M reactions from patents (1976-2016). Task: Predict the reactants needed to synthesize the given product. (1) Given the product [F:18][C:2]([F:1])([F:17])[C:3]1[CH:4]=[CH:5][C:6]([O:9][C:10]2[CH:11]=[CH:12][C:13]([O:16][C:26]([N:28]3[CH2:29][CH2:30][CH:31]([CH2:34][C:35]4[CH:36]=[CH:37][CH:38]=[CH:39][CH:40]=4)[CH2:32][CH2:33]3)=[O:27])=[CH:14][CH:15]=2)=[N:7][CH:8]=1, predict the reactants needed to synthesize it. The reactants are: [F:1][C:2]([F:18])([F:17])[C:3]1[CH:4]=[CH:5][C:6]([O:9][C:10]2[CH:15]=[CH:14][C:13]([OH:16])=[CH:12][CH:11]=2)=[N:7][CH:8]=1.[I-].C[N+]1C=CN([C:26]([N:28]2[CH2:33][CH2:32][CH:31]([CH2:34][C:35]3[CH:40]=[CH:39][CH:38]=[CH:37][CH:36]=3)[CH2:30][CH2:29]2)=[O:27])C=1. (2) Given the product [C:1]([O:5][C:6]([N:8]1[CH2:12][CH2:11][CH:10]([C:13](=[O:46])[NH:14][C:15]2[CH:16]=[C:17]3[C:21](=[CH:22][C:23]=2[CH:24]=[O:25])[N:20]([C:26]([C:39]2[CH:40]=[CH:41][CH:42]=[CH:43][CH:44]=2)([C:33]2[CH:38]=[CH:37][CH:36]=[CH:35][CH:34]=2)[C:27]2[CH:32]=[CH:31][CH:30]=[CH:29][CH:28]=2)[N:19]=[C:18]3[Br:45])[CH2:9]1)=[O:7])([CH3:4])([CH3:2])[CH3:3], predict the reactants needed to synthesize it. The reactants are: [C:1]([O:5][C:6]([N:8]1[CH2:12][CH2:11][CH:10]([C:13](=[O:46])[NH:14][C:15]2[CH:16]=[C:17]3[C:21](=[CH:22][C:23]=2[CH2:24][OH:25])[N:20]([C:26]([C:39]2[CH:44]=[CH:43][CH:42]=[CH:41][CH:40]=2)([C:33]2[CH:38]=[CH:37][CH:36]=[CH:35][CH:34]=2)[C:27]2[CH:32]=[CH:31][CH:30]=[CH:29][CH:28]=2)[N:19]=[C:18]3[Br:45])[CH2:9]1)=[O:7])([CH3:4])([CH3:3])[CH3:2].